This data is from Forward reaction prediction with 1.9M reactions from USPTO patents (1976-2016). The task is: Predict the product of the given reaction. (1) Given the reactants Br[C:2]1[CH:3]=[N:4][CH:5]=[C:6]([CH:9]=1)[CH:7]=[O:8].[C:10]([Si:12]([CH3:15])([CH3:14])[CH3:13])#[CH:11], predict the reaction product. The product is: [CH3:13][Si:12]([C:10]#[C:11][C:2]1[CH:3]=[N:4][CH:5]=[C:6]([CH:9]=1)[CH:7]=[O:8])([CH3:15])[CH3:14]. (2) The product is: [ClH:1].[Cl:1][C:2]1[N:3]=[C:4]([NH:11][CH:12]2[CH2:17][CH2:16][CH2:15][NH:14][CH2:13]2)[C:5]2[S:10][CH2:9][CH2:8][C:6]=2[N:7]=1. Given the reactants [Cl:1][C:2]1[N:3]=[C:4]([NH:11][CH:12]2[CH2:17][CH2:16][CH2:15][N:14](C(OC(C)(C)C)=O)[CH2:13]2)[C:5]2[S:10][CH2:9][CH2:8][C:6]=2[N:7]=1.Cl.CO, predict the reaction product. (3) Given the reactants FC(F)(F)S(O[C:7]1[CH:8]=[C:9]2[C:14](=[CH:15][CH:16]=1)[O:13][CH2:12][C@@H:11]([N:17]1[CH2:20][CH2:19][CH2:18]1)[C@H:10]2[CH2:21][C:22]1[CH:27]=[CH:26][CH:25]=[CH:24][CH:23]=1)(=O)=O.C1(P(C2CCCCC2)C2C=CC=CC=2C2C(C(C)C)=CC(C(C)C)=CC=2C(C)C)CCCCC1.C(=O)([O-])[O-].[Cs+].[Cs+].[Cl-].[C:71]([O:75][C:76]([NH:78][CH:79]1[CH2:82][NH2+:81][CH2:80]1)=[O:77])([CH3:74])([CH3:73])[CH3:72], predict the reaction product. The product is: [C:71]([O:75][C:76](=[O:77])[NH:78][CH:79]1[CH2:82][N:81]([C:7]2[CH:8]=[C:9]3[C:14](=[CH:15][CH:16]=2)[O:13][CH2:12][C@@H:11]([N:17]2[CH2:20][CH2:19][CH2:18]2)[C@H:10]3[CH2:21][C:22]2[CH:23]=[CH:24][CH:25]=[CH:26][CH:27]=2)[CH2:80]1)([CH3:74])([CH3:72])[CH3:73]. (4) Given the reactants [NH2:1][C:2]1[CH:7]=[C:6]([N:8]2[CH2:12][CH2:11][C@:10]([CH:15]3[CH2:17][CH2:16]3)([C:13]#[N:14])[C:9]2=[O:18])[CH:5]=[CH:4][N:3]=1.Br[C:20]1[N:25]=[CH:24][C:23]([CH2:26][N:27]2[CH2:32][CH2:31][C:30]([CH3:34])([OH:33])[CH2:29][CH2:28]2)=[CH:22][CH:21]=1.C(=O)([O-])[O-].[K+].[K+].C1(P(C2CCCCC2)C2C(OC)=CC=C(OC)C=2C2C(C(C)C)=CC(C(C)C)=CC=2C(C)C)CCCCC1.C(=O)([O-])O.[Na+], predict the reaction product. The product is: [CH:15]1([C@:10]2([C:13]#[N:14])[CH2:11][CH2:12][N:8]([C:6]3[CH:5]=[CH:4][N:3]=[C:2]([NH:1][C:20]4[CH:21]=[CH:22][C:23]([CH2:26][N:27]5[CH2:28][CH2:29][C:30]([OH:33])([CH3:34])[CH2:31][CH2:32]5)=[CH:24][N:25]=4)[CH:7]=3)[C:9]2=[O:18])[CH2:17][CH2:16]1. (5) Given the reactants [NH:1]1[C:9]2[C:4](=[CH:5][CH:6]=[CH:7][C:8]=2[CH:10]=[CH:11][C:12]([O:14]C)=[O:13])[CH:3]=[CH:2]1.[Li+].[OH-].Cl, predict the reaction product. The product is: [NH:1]1[C:9]2[C:4](=[CH:5][CH:6]=[CH:7][C:8]=2[CH:10]=[CH:11][C:12]([OH:14])=[O:13])[CH:3]=[CH:2]1.